This data is from Full USPTO retrosynthesis dataset with 1.9M reactions from patents (1976-2016). The task is: Predict the reactants needed to synthesize the given product. (1) Given the product [O:28]=[S:2]1(=[O:1])[C:8]2[CH:9]=[CH:10][CH:11]=[CH:12][C:7]=2[CH2:6][N:5]([C:13]2[CH:22]=[C:21]([CH2:23][CH2:24][C:25]([NH2:26])=[O:29])[C:20]3[C:15](=[CH:16][CH:17]=[C:18]([CH3:27])[CH:19]=3)[N:14]=2)[CH2:4][CH2:3]1, predict the reactants needed to synthesize it. The reactants are: [O:1]=[S:2]1(=[O:28])[C:8]2[CH:9]=[CH:10][CH:11]=[CH:12][C:7]=2[CH2:6][N:5]([C:13]2[CH:22]=[C:21]([CH2:23][CH2:24][C:25]#[N:26])[C:20]3[C:15](=[CH:16][CH:17]=[C:18]([CH3:27])[CH:19]=3)[N:14]=2)[CH2:4][CH2:3]1.[OH-:29].[K+]. (2) Given the product [CH3:1][C:2]1[CH:6]=[C:5]([C:7]2[CH:8]=[CH:9][CH:10]=[CH:11][CH:12]=2)[N:4]([CH2:13][C:14]2[CH:15]=[CH:16][C:17]([CH2:20][O:21][C:23]3[CH:28]=[CH:27][C:26]([CH2:29][CH2:30][C:31]([OH:33])=[O:32])=[CH:25][CH:24]=3)=[CH:18][CH:19]=2)[N:3]=1, predict the reactants needed to synthesize it. The reactants are: [CH3:1][C:2]1[CH:6]=[C:5]([C:7]2[CH:12]=[CH:11][CH:10]=[CH:9][CH:8]=2)[N:4]([CH2:13][C:14]2[CH:19]=[CH:18][C:17]([CH2:20][OH:21])=[CH:16][CH:15]=2)[N:3]=1.O[C:23]1[CH:28]=[CH:27][C:26]([CH2:29][CH2:30][C:31]([O:33]C)=[O:32])=[CH:25][CH:24]=1.C1(P(C2C=CC=CC=2)C2C=CC=CC=2)C=CC=CC=1.N(C(OCC)=O)=NC(OCC)=O.[OH-].[Na+].Cl. (3) Given the product [O:22]1[CH2:27][CH2:26][O:25][CH2:24][CH:23]1[CH2:28][NH:29][C:19]([C:16]1[CH:15]=[C:14]([CH2:13][CH2:12][CH2:11][C:2]2[CH:3]=[CH:4][C:5]3[C:10](=[CH:9][CH:8]=[CH:7][CH:6]=3)[CH:1]=2)[O:18][N:17]=1)=[O:21], predict the reactants needed to synthesize it. The reactants are: [CH:1]1[C:10]2[C:5](=[CH:6][CH:7]=[CH:8][CH:9]=2)[CH:4]=[CH:3][C:2]=1[CH2:11][CH2:12][CH2:13][C:14]1[O:18][N:17]=[C:16]([C:19]([OH:21])=O)[CH:15]=1.[O:22]1[CH2:27][CH2:26][O:25][CH2:24][CH:23]1[CH2:28][NH2:29].C(N(CC)CC)C.ON1C2C=CC=CC=2N=N1.Cl.C(N=C=NCCCN(C)C)C. (4) Given the product [CH2:21]([N:17]([CH2:18][CH2:19][CH3:20])[CH2:16][CH2:15][CH2:14][CH2:13][NH:12][C:10]([NH:9][C:6]1[CH:5]=[CH:4][C:3]([CH2:2][NH:1][CH2:30][C:26]2[NH:25][CH:29]=[CH:28][N:27]=2)=[CH:8][CH:7]=1)=[O:11])[CH2:22][CH3:23], predict the reactants needed to synthesize it. The reactants are: [NH2:1][CH2:2][C:3]1[CH:8]=[CH:7][C:6]([NH:9][C:10]([NH:12][CH2:13][CH2:14][CH2:15][CH2:16][N:17]([CH2:21][CH2:22][CH3:23])[CH2:18][CH2:19][CH3:20])=[O:11])=[C:5](C)[CH:4]=1.[NH:25]1[CH:29]=[CH:28][N:27]=[C:26]1[CH:30]=O.C(OC)(OC)OC.[BH4-].[Na+]. (5) Given the product [CH2:1]([C:3]1([CH2:25][CH3:26])[CH2:4][CH:5]([CH2:9][CH2:10][N:11]2[CH2:16][CH2:15][N:14]([C:17]3[CH:24]=[CH:30][CH:29]=[CH:28][N:27]=3)[CH2:13][CH2:12]2)[O:6][C:7]1=[O:8])[CH3:2], predict the reactants needed to synthesize it. The reactants are: [CH2:1]([C:3]1([CH2:25][CH3:26])[C:7](=[O:8])[O:6][CH:5]([CH2:9][CH2:10][N:11]2[CH2:16][CH2:15][N:14]([C:17]3[CH:24]=CC=CC=3C#N)[CH2:13][CH2:12]2)[CH2:4]1)[CH3:2].[N:27]1C=C[CH:30]=[CH:29][C:28]=1N1CCNCC1.N1(C2C=CC=CC=2C#N)CCNCC1. (6) Given the product [CH2:8]([C:5]1[CH:6]=[CH:7][C:2]([N:27]2[C:26]3[C:34](=[CH:35][C:23]4[N:22]([C:2]5[CH:3]=[CH:4][C:5]([CH2:8][CH2:9][CH2:10][CH2:11][CH2:12][CH2:13][CH2:51][CH3:52])=[CH:6][CH:7]=5)[C:18]5[C:17]([C:24]=4[CH:25]=3)=[CH:16][CH:21]=[CH:20][CH:19]=5)[C:33]3[C:28]2=[CH:29][CH:30]=[CH:31][CH:32]=3)=[CH:3][CH:4]=1)[CH2:9][CH2:10][CH2:11][CH2:12][CH2:13][CH2:14][CH3:15], predict the reactants needed to synthesize it. The reactants are: I[C:2]1[CH:7]=[CH:6][C:5]([CH2:8][CH2:9][CH2:10][CH2:11][CH2:12][CH2:13][CH2:14][CH3:15])=[CH:4][CH:3]=1.[CH:16]1[CH:21]=[CH:20][CH:19]=[C:18]2[NH:22][C:23]3[C:24](=[CH:25][C:26]4[NH:27][C:28]5[C:33]([C:34]=4[CH:35]=3)=[CH:32][CH:31]=[CH:30][CH:29]=5)[C:17]=12.C1O[CH2:52][CH2:51]OCCOCCOCCOCCOC1.C([O-])([O-])=O.[K+].[K+].